This data is from Catalyst prediction with 721,799 reactions and 888 catalyst types from USPTO. The task is: Predict which catalyst facilitates the given reaction. (1) Reactant: C1(P(C2CCCCC2)C2C=CC=CC=2C2C=CC=CC=2)CCCCC1.CN(C)C(=O)C.Br[C:33]1[C:34]([NH:40][C:41]2[C:42]([CH3:57])=[C:43]([CH:54]=[CH:55][CH:56]=2)[C:44]([NH:46][CH:47]2[CH2:52][CH2:51][N:50]([CH3:53])[CH2:49][CH2:48]2)=[O:45])=[N:35][CH:36]=[C:37]([CH3:39])[CH:38]=1.C1CCN2C(=NCCC2)CC1. Product: [CH3:39][C:37]1[CH:36]=[N:35][C:34]2[NH:40][C:41]3[C:56]([C:33]=2[CH:38]=1)=[CH:55][CH:54]=[C:43]([C:44]([NH:46][CH:47]1[CH2:52][CH2:51][N:50]([CH3:53])[CH2:49][CH2:48]1)=[O:45])[C:42]=3[CH3:57]. The catalyst class is: 713. (2) Reactant: [C:1]([CH2:4][O:5][NH2:6])([OH:3])=[O:2].C([O-])([O-])=O.[Na+].[Na+].Cl[C:14]([O:16][CH2:17][CH:18]1[C:30]2[CH:29]=[CH:28][CH:27]=[CH:26][C:25]=2[C:24]2[C:19]1=[CH:20][CH:21]=[CH:22][CH:23]=2)=[O:15]. Product: [CH:29]1[C:30]2[CH:18]([CH2:17][O:16][C:14]([NH:6][O:5][CH2:4][C:1]([OH:3])=[O:2])=[O:15])[C:19]3[C:24](=[CH:23][CH:22]=[CH:21][CH:20]=3)[C:25]=2[CH:26]=[CH:27][CH:28]=1. The catalyst class is: 12. (3) Reactant: [CH3:1][O:2][C:3]1[C@:4]([C:18]([N:20]2[CH2:24][CH2:23][CH2:22][C@@H:21]2[CH2:25][OH:26])=[O:19])([CH2:13][CH2:14][CH:15]([CH3:17])[CH3:16])[C:5]2[C:10]([CH2:11][CH:12]=1)=[CH:9][CH:8]=[CH:7][CH:6]=2.[C:27](OC(=O)C)(=[O:29])[CH3:28]. Product: [C:27]([O:26][CH2:25][C@H:21]1[CH2:22][CH2:23][CH2:24][N:20]1[C:18]([C@@:4]1([CH2:13][CH2:14][CH:15]([CH3:17])[CH3:16])[C:5]2[C:10](=[CH:9][CH:8]=[CH:7][CH:6]=2)[CH2:11][CH:12]=[C:3]1[O:2][CH3:1])=[O:19])(=[O:29])[CH3:28]. The catalyst class is: 529. (4) Reactant: [Cl:1][C:2]1[CH:3]=[C:4]([C:8]2[C:13]3[N:14]([CH2:26][C@H:27]4[CH2:32][CH2:31][C@H:30]([CH3:33])[CH2:29][CH2:28]4)[C:15]([N:17]4[CH2:22][CH2:21][O:20][C@@H:19]5[CH2:23][CH2:24][CH2:25][C@@H:18]45)=[N:16][C:12]=3[C:11]([N:34]([CH3:36])[CH3:35])=C(C#N)[N:9]=2)[CH:5]=[N:6][CH:7]=1.[OH-].[Na+].[CH3:41][C:42]([OH:44])=[O:43].CS(C)=O. Product: [Cl:1][C:2]1[CH:3]=[C:4]([C:8]2[C:13]3[N:14]([CH2:26][C@H:27]4[CH2:28][CH2:29][C@H:30]([CH3:33])[CH2:31][CH2:32]4)[C:15]([N:17]4[CH2:22][CH2:21][O:20][C@@H:19]5[CH2:23][CH2:24][CH2:25][C@@H:18]45)=[N:16][C:12]=3[C:11]([N:34]([CH3:35])[CH3:36])=[C:41]([C:42]([OH:44])=[O:43])[N:9]=2)[CH:5]=[N:6][CH:7]=1. The catalyst class is: 14. (5) Reactant: Br[C:2]1[CH:7]=[CH:6][C:5]([S:8]([NH:11][C@H:12]2[CH2:17][CH2:16][CH2:15][C@@H:14]([N:18]3[CH:22]=[N:21][N:20]=[CH:19]3)[CH2:13]2)(=[O:10])=[O:9])=[C:4]([CH2:23][CH3:24])[CH:3]=1.[B:25]1([B:25]2[O:29][C:28]([CH3:31])([CH3:30])[C:27]([CH3:33])([CH3:32])[O:26]2)[O:29][C:28]([CH3:31])([CH3:30])[C:27]([CH3:33])([CH3:32])[O:26]1.C([O-])(=O)C.[K+]. Product: [CH2:23]([C:4]1[CH:3]=[C:2]([B:25]2[O:29][C:28]([CH3:31])([CH3:30])[C:27]([CH3:33])([CH3:32])[O:26]2)[CH:7]=[CH:6][C:5]=1[S:8]([NH:11][C@H:12]1[CH2:17][CH2:16][CH2:15][C@@H:14]([N:18]2[CH:22]=[N:21][N:20]=[CH:19]2)[CH2:13]1)(=[O:10])=[O:9])[CH3:24]. The catalyst class is: 16.